This data is from Reaction yield outcomes from USPTO patents with 853,638 reactions. The task is: Predict the reaction yield, written as a fraction of the theoretical maximum amount of product (1.0 means a 100% yield; for example, 0.34 means a 34% yield). (1) The reactants are [S:1]1[CH:5]=[CH:4][C:3]2[CH:6]=[C:7]([CH:10]3[C:19]4[C:14](=[CH:15][CH:16]=[CH:17][CH:18]=4)[CH2:13][NH:12][CH2:11]3)[CH:8]=[CH:9][C:2]1=2.C([O:22][C:23]1([O:26][Si](C)(C)C)[CH2:25][CH2:24]1)C.[C:31]([OH:34])(=[O:33])C.C([BH3-])#N.[Na+]. The catalyst is O. The product is [C:23]([OH:22])(=[O:26])/[CH:25]=[CH:24]/[C:31]([OH:34])=[O:33].[S:1]1[CH:5]=[CH:4][C:3]2[CH:6]=[C:7]([CH:10]3[C:19]4[C:14](=[CH:15][CH:16]=[CH:17][CH:18]=4)[CH2:13][N:12]([CH:23]4[CH2:25][CH2:24]4)[CH2:11]3)[CH:8]=[CH:9][C:2]1=2. The yield is 0.300. (2) The reactants are [CH3:1][O:2][C:3]1[CH:4]=[C:5]([CH:8]=[CH:9][C:10]=1[O:11][CH3:12])[CH2:6][NH2:7].[Cl:13][CH2:14][CH2:15][N:16]=[C:17]=[O:18]. The catalyst is C1COCC1. The product is [CH3:1][O:2][C:3]1[CH:4]=[C:5]([CH2:6][NH:7][C:17]([NH:16][CH2:15][CH2:14][Cl:13])=[O:18])[CH:8]=[CH:9][C:10]=1[O:11][CH3:12]. The yield is 0.890. (3) The reactants are [CH3:1][O:2][C:3]([C:5]1[S:6][C:7]([C:17]2[CH2:22][CH2:21][CH2:20][CH2:19][CH:18]=2)=[CH:8][C:9]=1[NH:10][C:11]1[CH:16]=[CH:15][CH:14]=[CH:13][CH:12]=1)=[O:4].[CH3:23][C@H:24]1[CH2:29][CH2:28][C@H:27]([C:30](Cl)=[O:31])[CH2:26][CH2:25]1. No catalyst specified. The product is [CH3:1][O:2][C:3]([C:5]1[S:6][C:7]([C:17]2[CH2:22][CH2:21][CH2:20][CH2:19][CH:18]=2)=[CH:8][C:9]=1[N:10]([C:30]([C@H:27]1[CH2:28][CH2:29][C@H:24]([CH3:23])[CH2:25][CH2:26]1)=[O:31])[C:11]1[CH:16]=[CH:15][CH:14]=[CH:13][CH:12]=1)=[O:4]. The yield is 0.270. (4) The reactants are [C:1]([O:5][C:6](=[O:19])/[CH:7]=[CH:8]/[C:9]1[CH:14]=[CH:13][C:12]([N+:15]([O-])=O)=[C:11]([F:18])[CH:10]=1)([CH3:4])([CH3:3])[CH3:2]. The catalyst is C(OCC)(=O)C.[Pd]. The product is [C:1]([O:5][C:6](=[O:19])[CH2:7][CH2:8][C:9]1[CH:14]=[CH:13][C:12]([NH2:15])=[C:11]([F:18])[CH:10]=1)([CH3:4])([CH3:2])[CH3:3]. The yield is 0.990. (5) The reactants are [CH3:1][N:2]([CH2:4][CH2:5][OH:6])[CH3:3].CC(C)([O-])C.[K+].CS(O[CH2:18][C:19]1[C:24]([O:25][CH2:26][CH2:27][O:28][CH:29]2[CH2:34][CH2:33][CH2:32][CH2:31][O:30]2)=[CH:23][CH:22]=[CH:21][N:20]=1)(=O)=O. The catalyst is O1CCOCC1. The product is [O:30]1[CH2:31][CH2:32][CH2:33][CH2:34][CH:29]1[O:28][CH2:27][CH2:26][O:25][C:24]1[C:19]([CH2:18][O:6][CH2:5][CH2:4][N:2]([CH3:3])[CH3:1])=[N:20][CH:21]=[CH:22][CH:23]=1. The yield is 0.360. (6) The reactants are [F:1][C:2]1[CH:10]=[C:9]([C:11]#[N:12])[CH:8]=[CH:7][C:3]=1[C:4]([OH:6])=O.[NH2:13][C:14]1[CH:19]=[CH:18][C:17]([Cl:20])=[CH:16][C:15]=1[C:21]([NH:23][C:24]1[CH:29]=[CH:28][C:27]([Cl:30])=[CH:26][N:25]=1)=[O:22].N1C=CC=CC=1. The catalyst is S(Cl)(Cl)=O.ClCCl. The product is [Cl:20][C:17]1[CH:18]=[CH:19][C:14]([NH:13][C:4]([C:3]2[CH:7]=[CH:8][C:9]([C:11]#[N:12])=[CH:10][C:2]=2[F:1])=[O:6])=[C:15]([C:21](=[O:22])[NH:23][C:24]2[CH:29]=[CH:28][C:27]([Cl:30])=[CH:26][N:25]=2)[CH:16]=1. The yield is 0.780.